From a dataset of Full USPTO retrosynthesis dataset with 1.9M reactions from patents (1976-2016). Predict the reactants needed to synthesize the given product. Given the product [C:26]([O:19][CH2:18][CH:10]1[CH2:9][C:8]([C:5]2[CH:6]=[CH:7][C:2]([Cl:1])=[C:3]([C:21]([F:22])([F:23])[F:24])[CH:4]=2)([CH3:20])[C:13]([C:14]([O:16][CH3:17])=[O:15])=[CH:12][CH2:11]1)([CH3:36])([CH3:31])[CH3:27], predict the reactants needed to synthesize it. The reactants are: [Cl:1][C:2]1[CH:7]=[CH:6][C:5]([C:8]2([CH3:20])[C:13]([C:14]([O:16][CH3:17])=[O:15])=[CH:12][CH2:11][CH:10]([CH2:18][OH:19])[CH2:9]2)=[CH:4][C:3]=1[C:21]([F:24])([F:23])[F:22].O.[C:26]1([CH3:36])[CH:31]=CC(S(O)(=O)=O)=C[CH:27]=1.CC(=C)C.